Dataset: Forward reaction prediction with 1.9M reactions from USPTO patents (1976-2016). Task: Predict the product of the given reaction. (1) Given the reactants C(OC([N:8]1[CH2:12][C@H:11]([CH:13]=O)[C@@H:10]([CH2:15][C:16]2[CH:21]=[CH:20][CH:19]=[CH:18][CH:17]=2)[CH2:9]1)=O)(C)(C)C.[Cl:22][C:23]1[CH:30]=[CH:29][C:26]([CH2:27][NH2:28])=[CH:25][CH:24]=1.BrC[C:33]1[CH:34]=[C:35]([CH:38]=[CH:39][CH:40]=1)[C:36]#[N:37].[CH3:41]C#N, predict the reaction product. The product is: [CH2:15]([C@H:10]1[CH2:9][NH:8][CH2:12][C@@H:11]1[CH2:13][N:28]([CH2:41][C:40]1[CH:33]=[CH:34][C:35]([C:36]#[N:37])=[CH:38][CH:39]=1)[CH2:27][C:26]1[CH:29]=[CH:30][C:23]([Cl:22])=[CH:24][CH:25]=1)[C:16]1[CH:17]=[CH:18][CH:19]=[CH:20][CH:21]=1. (2) Given the reactants [Cl:1][C:2]1[C:7]([NH2:8])=[C:6]([CH3:9])[CH:5]=[CH:4][N:3]=1.[CH:10]1([NH:13][C:14]2[C:19]([C:20](Cl)=[O:21])=[CH:18][CH:17]=[CH:16][N:15]=2)[CH2:12][CH2:11]1.P([O-])([O-])([O-])=O.[K+].[K+].[K+].Cl, predict the reaction product. The product is: [Cl:1][C:2]1[C:7]([NH:8][C:20]([C:19]2[C:14]([NH:13][CH:10]3[CH2:11][CH2:12]3)=[N:15][CH:16]=[CH:17][CH:18]=2)=[O:21])=[C:6]([CH3:9])[CH:5]=[CH:4][N:3]=1. (3) Given the reactants FC1C=CC(CN)=CC=1.[F:10][C:11]1[CH:40]=[CH:39][C:14]([CH2:15][NH:16][C:17]([C:19]2[N:20]=[C:21]3[C:36]([CH3:38])([CH3:37])[CH2:35][CH2:34][N:22]3[C:23](=[O:33])[C:24]=2[O:25]CC2C=CC=CC=2)=[O:18])=[C:13](C(=O)NC)[CH:12]=1, predict the reaction product. The product is: [F:10][C:11]1[CH:12]=[CH:13][C:14]([CH2:15][NH:16][C:17]([C:19]2[N:20]=[C:21]3[C:36]([CH3:37])([CH3:38])[CH2:35][CH2:34][N:22]3[C:23](=[O:33])[C:24]=2[OH:25])=[O:18])=[CH:39][CH:40]=1. (4) Given the reactants [C:1]1([C:7]2[CH:8]=[C:9]([C:16]([OH:18])=[O:17])[S:10][C:11]=2[C:12]([F:15])([F:14])[F:13])[CH:6]=[CH:5][CH:4]=[CH:3][CH:2]=1.O/[N:20]=[C:21](/[C:23]1[CH:40]=[CH:39][C:26]([CH2:27][N:28]2[CH2:31][CH:30]([C:32]([O:34][C:35]([CH3:38])([CH3:37])[CH3:36])=[O:33])[CH2:29]2)=[CH:25][CH:24]=1)\[NH2:22].C1C=CC2N(O)N=NC=2C=1.CCN(C(C)C)C(C)C.C(Cl)CCl, predict the reaction product. The product is: [C:1]1([C:7]2[CH:8]=[C:9]([C:16]([O:18]/[N:20]=[C:21](/[C:23]3[CH:40]=[CH:39][C:26]([CH2:27][N:28]4[CH2:31][CH:30]([C:32]([O:34][C:35]([CH3:36])([CH3:38])[CH3:37])=[O:33])[CH2:29]4)=[CH:25][CH:24]=3)\[NH2:22])=[O:17])[S:10][C:11]=2[C:12]([F:14])([F:15])[F:13])[CH:2]=[CH:3][CH:4]=[CH:5][CH:6]=1. (5) Given the reactants [CH:1]([Li])([CH2:3][CH3:4])[CH3:2].CO[N-:8][C:9](=O)[CH2:10][CH3:11].C(O)(C(F)(F)F)=O.[CH2:20]1[CH2:24][O:23][CH2:22][CH2:21]1, predict the reaction product. The product is: [CH2:24]([O:23][C:22]1[CH:21]=[C:4]2[C:9](=[CH:10][CH:11]=1)[NH:8][C:1]([CH3:2])=[CH:3]2)[CH3:20]. (6) Given the reactants [F:1][C:2]1[CH:7]=[CH:6][CH:5]=[CH:4][C:3]=1[N:8]1[C:12]([S:13]([C:16]2[CH:17]=[N:18][C:19]([O:22][CH3:23])=[CH:20][CH:21]=2)(=[O:15])=[O:14])=[CH:11][C:10]([CH2:24][N:25](C)[C:26](=O)OC(C)(C)C)=[N:9]1.C(OCC)(=O)C.[ClH:40], predict the reaction product. The product is: [ClH:40].[F:1][C:2]1[CH:7]=[CH:6][CH:5]=[CH:4][C:3]=1[N:8]1[C:12]([S:13]([C:16]2[CH:17]=[N:18][C:19]([O:22][CH3:23])=[CH:20][CH:21]=2)(=[O:15])=[O:14])=[CH:11][C:10]([CH2:24][NH:25][CH3:26])=[N:9]1. (7) Given the reactants [CH2:1]([N:3]1[CH2:8][CH2:7][N:6]([CH2:9][C:10]([O:12]C)=[O:11])[CH2:5][CH2:4]1)[CH3:2], predict the reaction product. The product is: [CH2:1]([N:3]1[CH2:8][CH2:7][N:6]([CH2:9][C:10]([OH:12])=[O:11])[CH2:5][CH2:4]1)[CH3:2].